Dataset: Full USPTO retrosynthesis dataset with 1.9M reactions from patents (1976-2016). Task: Predict the reactants needed to synthesize the given product. Given the product [CH3:1][O:2][C:3]1[CH:4]=[C:5]([CH:31]=[CH:32][C:33]=1[O:34][CH3:35])[CH2:6][CH:7]1[C:16]2[C:11](=[CH:12][C:13]([O:18][CH3:19])=[C:14]([O:17][CH2:38][CH:37]=[CH2:36])[CH:15]=2)[CH2:10][CH2:9][N:8]1[CH2:20][C:21]([NH:23][CH2:24][C:25]1[CH:30]=[CH:29][CH:28]=[CH:27][CH:26]=1)=[O:22], predict the reactants needed to synthesize it. The reactants are: [CH3:1][O:2][C:3]1[CH:4]=[C:5]([CH:31]=[CH:32][C:33]=1[O:34][CH3:35])[CH2:6][CH:7]1[C:16]2[C:11](=[CH:12][C:13]([O:18][CH3:19])=[C:14]([OH:17])[CH:15]=2)[CH2:10][CH2:9][N:8]1[CH2:20][C:21]([NH:23][CH2:24][C:25]1[CH:30]=[CH:29][CH:28]=[CH:27][CH:26]=1)=[O:22].[CH2:36](Br)[CH:37]=[CH2:38].